From a dataset of Catalyst prediction with 721,799 reactions and 888 catalyst types from USPTO. Predict which catalyst facilitates the given reaction. (1) Reactant: [CH2:1]([C:4]1[N:5]([CH2:17][C:18]2([OH:24])[CH2:23][CH2:22][CH2:21][CH2:20][CH2:19]2)[C:6]2[C:15]3[N:14]=[CH:13][CH:12]=[CH:11][C:10]=3[N:9]=[CH:8][C:7]=2[N:16]=1)[CH2:2][CH3:3].ClC1C=CC=C(C(OO)=O)C=1.[OH-].[NH4+:37].C1(C)C=CC(S(Cl)(=O)=O)=CC=1. Product: [NH2:37][C:8]1[C:7]2[N:16]=[C:4]([CH2:1][CH2:2][CH3:3])[N:5]([CH2:17][C:18]3([OH:24])[CH2:19][CH2:20][CH2:21][CH2:22][CH2:23]3)[C:6]=2[C:15]2[N:14]=[CH:13][CH:12]=[CH:11][C:10]=2[N:9]=1. The catalyst class is: 22. (2) Reactant: O1CCCC1.[C:6]([O:10][C:11]([NH:13][C@H:14]1[CH2:19][CH2:18][C@H:17]([OH:20])[CH2:16][CH2:15]1)=[O:12])([CH3:9])([CH3:8])[CH3:7].[CH2:21](Br)[C:22]1[CH:27]=[CH:26][CH:25]=[CH:24][CH:23]=1.[H-].[Na+]. Product: [C:6]([O:10][C:11]([NH:13][C@H:14]1[CH2:15][CH2:16][C@H:17]([O:20][CH2:21][C:22]2[CH:27]=[CH:26][CH:25]=[CH:24][CH:23]=2)[CH2:18][CH2:19]1)=[O:12])([CH3:9])([CH3:7])[CH3:8]. The catalyst class is: 374. (3) Reactant: [CH2:1]([O:8][C:9]([N:11]1[CH2:16][CH2:15][CH2:14][C:13](=[N:17][NH:18][C:19]([O:21][C:22]([CH3:25])([CH3:24])[CH3:23])=[O:20])[CH2:12]1)=[O:10])[C:2]1[CH:7]=[CH:6][CH:5]=[CH:4][CH:3]=1.C([BH3-])#N.[Na+].O.C1(C)C=CC(S(O)(=O)=O)=CC=1. Product: [C:22]([O:21][C:19]([NH:18][NH:17][CH:13]1[CH2:14][CH2:15][CH2:16][N:11]([C:9]([O:8][CH2:1][C:2]2[CH:7]=[CH:6][CH:5]=[CH:4][CH:3]=2)=[O:10])[CH2:12]1)=[O:20])([CH3:25])([CH3:23])[CH3:24]. The catalyst class is: 7.